From a dataset of Full USPTO retrosynthesis dataset with 1.9M reactions from patents (1976-2016). Predict the reactants needed to synthesize the given product. (1) Given the product [CH3:24][C:22]1[CH:21]=[N:7][C:5]([C:8]2[CH:9]=[C:10]([CH:15]=[CH:16][CH:17]=2)[C:11]([O:13][CH3:14])=[O:12])=[N:6][CH:23]=1, predict the reactants needed to synthesize it. The reactants are: C(O)(=O)C.[C:5]([C:8]1[CH:9]=[C:10]([CH:15]=[CH:16][CH:17]=1)[C:11]([O:13][CH3:14])=[O:12])(=[NH:7])[NH2:6].CCO/[CH:21]=[C:22](/[CH:24]=O)\[CH3:23].C[O-].[Na+]. (2) Given the product [ClH:26].[CH3:1][C:2]1[CH:7]=[C:6]([CH3:8])[CH:5]=[C:4]([CH3:9])[C:3]=1[NH:10][C:11]1[CH:16]=[CH:15][N:14]=[C:13]([NH:17][C:18]2[CH:25]=[CH:24][C:21]([C:22]#[N:23])=[CH:20][CH:19]=2)[N:12]=1, predict the reactants needed to synthesize it. The reactants are: [CH3:1][C:2]1[CH:7]=[C:6]([CH3:8])[CH:5]=[C:4]([CH3:9])[C:3]=1[NH:10][C:11]1[CH:16]=[CH:15][N:14]=[C:13]([NH:17][C:18]2[CH:25]=[CH:24][C:21]([C:22]#[N:23])=[CH:20][CH:19]=2)[N:12]=1.[ClH:26].CC(O)C.